From a dataset of NCI-60 drug combinations with 297,098 pairs across 59 cell lines. Regression. Given two drug SMILES strings and cell line genomic features, predict the synergy score measuring deviation from expected non-interaction effect. Drug 1: CN1C2=C(C=C(C=C2)N(CCCl)CCCl)N=C1CCCC(=O)O.Cl. Drug 2: CN(C(=O)NC(C=O)C(C(C(CO)O)O)O)N=O. Cell line: PC-3. Synergy scores: CSS=-0.863, Synergy_ZIP=0.389, Synergy_Bliss=1.06, Synergy_Loewe=-2.15, Synergy_HSA=-1.65.